From a dataset of Full USPTO retrosynthesis dataset with 1.9M reactions from patents (1976-2016). Predict the reactants needed to synthesize the given product. (1) Given the product [Cl:14][C:15]1[CH:16]=[C:17]([CH:21]=[C:22]([F:50])[C:23]=1[CH2:24][S:25][C:26]1[N:27]([C:43]2[CH:44]=[CH:45][C:46]([F:49])=[CH:47][CH:48]=2)[C:28]([C:31]([C:34]2[CH:39]=[CH:38][C:37]([Cl:40])=[C:36]([O:41][CH3:42])[CH:35]=2)([CH3:33])[CH3:32])=[CH:29][N:30]=1)[C:18]([NH:1][CH2:2][CH2:3][N+:4]([CH3:12])([CH3:13])[CH2:5][CH2:6][CH2:7][S:8]([O-:11])(=[O:9])=[O:10])=[O:19], predict the reactants needed to synthesize it. The reactants are: [NH2:1][CH2:2][CH2:3][N+:4]([CH3:13])([CH3:12])[CH2:5][CH2:6][CH2:7][S:8]([O-:11])(=[O:10])=[O:9].[Cl:14][C:15]1[CH:16]=[C:17]([CH:21]=[C:22]([F:50])[C:23]=1[CH2:24][S:25][C:26]1[N:27]([C:43]2[CH:48]=[CH:47][C:46]([F:49])=[CH:45][CH:44]=2)[C:28]([C:31]([C:34]2[CH:39]=[CH:38][C:37]([Cl:40])=[C:36]([O:41][CH3:42])[CH:35]=2)([CH3:33])[CH3:32])=[CH:29][N:30]=1)[C:18](O)=[O:19].CCN(C(C)C)C(C)C.CN(C(ON1N=NC2C=CC=NC1=2)=[N+](C)C)C.F[P-](F)(F)(F)(F)F. (2) Given the product [C:37]([C@@:15]1([OH:36])[CH2:14][C@H:13]([O:12][CH:11]2[O:40][C@@H:41]([CH3:44])[C@@H:42]([OH:43])[C@@H:9]([N:5]3[CH2:6][CH2:7][O:8][C@H:3]([O:2][CH3:1])[CH2:4]3)[CH2:10]2)[C:30]2[C:29]([OH:31])=[C:28]3[C:19]([C:20](=[O:34])[C:21]4[CH:22]=[CH:23][CH:24]=[C:25]([NH:33][C:47](=[O:48])[C:46]([F:57])([F:56])[F:45])[C:26]=4[C:27]3=[O:32])=[C:18]([OH:35])[C:17]=2[CH2:16]1)(=[O:39])[CH3:38], predict the reactants needed to synthesize it. The reactants are: [CH3:1][O:2][C@H:3]1[O:8][CH2:7][CH2:6][N:5]([C@@H:9]2[C@H:42]([OH:43])[C@H:41]([CH3:44])[O:40][C@@H:11]([O:12][C@@H:13]3[C:30]4[C:17](=[C:18]([OH:35])[C:19]5[C:20](=[O:34])[C:21]6[C:26]([C:27](=[O:32])[C:28]=5[C:29]=4[OH:31])=[C:25]([NH2:33])[CH:24]=[CH:23][CH:22]=6)[CH2:16][C@:15]([C:37](=[O:39])[CH3:38])([OH:36])[CH2:14]3)[CH2:10]2)[CH2:4]1.[F:45][C:46]([F:57])([F:56])[C:47](O[C:47](=[O:48])[C:46]([F:57])([F:56])[F:45])=[O:48].CO. (3) Given the product [CH:1]1([N:6]2[CH2:12][CH:11]([CH2:13][CH2:14][CH3:15])[C:10](=[O:16])[N:9]([CH3:17])[C:8]3[CH:18]=[N:19][C:20]([NH:22][C:23]4[CH:31]=[CH:30][C:26]([C:27]([NH:67][CH:68]5[CH2:73][CH2:72][N:71]([CH3:74])[CH2:70][CH2:69]5)=[O:28])=[CH:25][C:24]=4[O:32][CH3:33])=[N:21][C:7]2=3)[CH2:2][CH2:3][CH2:4][CH2:5]1, predict the reactants needed to synthesize it. The reactants are: [CH:1]1([N:6]2[CH2:12][CH:11]([CH2:13][CH2:14][CH3:15])[C:10](=[O:16])[N:9]([CH3:17])[C:8]3[CH:18]=[N:19][C:20]([NH:22][C:23]4[CH:31]=[CH:30][C:26]([C:27](O)=[O:28])=[CH:25][C:24]=4[O:32][CH3:33])=[N:21][C:7]2=3)[CH2:5][CH2:4][CH2:3][CH2:2]1.F[P-](F)(F)(F)(F)F.CN(C(N(C)C)=[N+]1C2C(=NC=CC=2)[N+]([O-])=N1)C.C(N(C(C)C)C(C)C)C.[NH2:67][CH:68]1[CH2:73][CH2:72][N:71]([CH3:74])[CH2:70][CH2:69]1. (4) The reactants are: [Cl:1][C:2]1[CH:7]=[CH:6][CH:5]=[C:4]([Cl:8])[C:3]=1[C:9]1[CH:14]=[C:13]([F:15])[CH:12]=[C:11]([OH:16])[C:10]=1[O:17]C.B(Br)(Br)Br. Given the product [Cl:1][C:2]1[CH:7]=[CH:6][CH:5]=[C:4]([Cl:8])[C:3]=1[C:9]1[CH:14]=[C:13]([F:15])[CH:12]=[C:11]([OH:16])[C:10]=1[OH:17], predict the reactants needed to synthesize it. (5) Given the product [CH3:7][O:8][C:9]1[CH:10]=[C:11](/[CH:12]=[CH:26]/[C:27]([NH:29][C:30]2[CH:38]=[CH:37][CH:36]=[CH:35][C:31]=2[C:32]([OH:34])=[O:33])=[O:28])[CH:14]=[CH:15][C:16]=1[O:17][CH2:18][CH2:19][CH2:20][C:21]#[CH:22], predict the reactants needed to synthesize it. The reactants are: N1CCCCC1.[CH3:7][O:8][C:9]1[CH:10]=[C:11]([CH:14]=[CH:15][C:16]=1[O:17][C:18]#[C:19][CH2:20][CH2:21][CH3:22])[CH:12]=O.C([CH2:26][C:27]([NH:29][C:30]1[CH:38]=[CH:37][CH:36]=[CH:35][C:31]=1[C:32]([OH:34])=[O:33])=[O:28])(O)=O.Cl. (6) Given the product [CH2:1]([NH:5][C:6]1[N:14]=[C:13]2[C:9]([N:10]=[C:11]([O:25][CH3:26])[N:12]2[CH2:15][CH2:16][CH2:17][N:18]2[CH2:19][CH2:20][N:21]([CH2:24][CH2:28][CH2:29][CH3:30])[CH2:22][CH2:23]2)=[C:8]([NH2:27])[N:7]=1)[CH2:2][CH2:3][CH3:4], predict the reactants needed to synthesize it. The reactants are: [CH2:1]([NH:5][C:6]1[N:14]=[C:13]2[C:9]([N:10]=[C:11]([O:25][CH3:26])[N:12]2[CH2:15][CH2:16][CH2:17][N:18]2[CH2:23][CH2:22][N:21]([CH3:24])[CH2:20][CH2:19]2)=[C:8]([NH2:27])[N:7]=1)[CH2:2][CH2:3][CH3:4].[CH2:28](NC1N=C2C(N=C(OC)N2CCCCl)=C(N)N=1)[CH2:29][CH2:30]C.C(N1CCNCC1)CCC.